From a dataset of Reaction yield outcomes from USPTO patents with 853,638 reactions. Predict the reaction yield, written as a fraction of the theoretical maximum amount of product (1.0 means a 100% yield; for example, 0.34 means a 34% yield). (1) The reactants are [Br:1][C:2]1[CH:3]=[C:4]2[C:9](=[CH:10][CH:11]=1)[N:8]=[CH:7][C:6]([C:12]([CH:14]1[CH2:16][CH2:15]1)=[O:13])=[C:5]2Cl.[CH2:18]([N:21]([CH2:30][CH:31]=[CH2:32])[C:22]1([CH3:29])[CH2:27][CH2:26][CH:25]([NH2:28])[CH2:24][CH2:23]1)[CH:19]=[CH2:20]. No catalyst specified. The product is [Br:1][C:2]1[CH:3]=[C:4]2[C:9](=[CH:10][CH:11]=1)[N:8]=[CH:7][C:6]([C:12]([CH:14]1[CH2:16][CH2:15]1)=[O:13])=[C:5]2[NH:28][CH:25]1[CH2:26][CH2:27][C:22]([N:21]([CH2:18][CH:19]=[CH2:20])[CH2:30][CH:31]=[CH2:32])([CH3:29])[CH2:23][CH2:24]1. The yield is 0.470. (2) The reactants are [CH3:1][C:2]1[CH:7]=[C:6]([CH3:8])[N:5]=[C:4]([CH2:9][OH:10])[CH:3]=1.CO. The catalyst is ClCCl.[O-2].[O-2].[Mn+4]. The product is [CH3:1][C:2]1[CH:7]=[C:6]([CH3:8])[N:5]=[C:4]([CH:9]=[O:10])[CH:3]=1. The yield is 0.637. (3) The reactants are [OH:1][CH:2]([C:6]1[CH:11]=[CH:10][C:9]([C:12]2[N:16]=[C:15]([C:17]3[O:21][N:20]=[C:19]([C:22]4[CH:27]=[CH:26][CH:25]=[CH:24][CH:23]=4)[C:18]=3[C:28]([F:31])([F:30])[F:29])[O:14][N:13]=2)=[CH:8][CH:7]=1)[C:3](O)=[O:4].Cl.Cl.[NH2:34][CH2:35][C:36]1[C:37]([NH2:43])=[N:38][C:39]([CH3:42])=[N:40][CH:41]=1.CN1CCOCC1.CN(C(ON1N=NC2C=CC=NC1=2)=[N+](C)C)C.F[P-](F)(F)(F)(F)F. The catalyst is CO.CN(C=O)C. The product is [NH2:43][C:37]1[C:36]([CH2:35][NH:34][C:3](=[O:4])[CH:2]([OH:1])[C:6]2[CH:11]=[CH:10][C:9]([C:12]3[N:16]=[C:15]([C:17]4[O:21][N:20]=[C:19]([C:22]5[CH:27]=[CH:26][CH:25]=[CH:24][CH:23]=5)[C:18]=4[C:28]([F:29])([F:30])[F:31])[O:14][N:13]=3)=[CH:8][CH:7]=2)=[CH:41][N:40]=[C:39]([CH3:42])[N:38]=1. The yield is 0.676. (4) The reactants are C[O:2][C:3]([C:5]1[S:6][C:7]([C:27]#[C:28][C:29]([CH3:32])([CH3:31])[CH3:30])=[CH:8][C:9]=1[N:10]([C:17](=[O:26])[C:18]1[CH:23]=[CH:22][C:21]([Cl:24])=[CH:20][C:19]=1[Cl:25])[CH:11]1[CH2:16][CH2:15][O:14][CH2:13][CH2:12]1)=[O:4].O.O.[OH-].[Li+]. The catalyst is C1COCC1. The product is [Cl:25][C:19]1[CH:20]=[C:21]([Cl:24])[CH:22]=[CH:23][C:18]=1[C:17]([N:10]([CH:11]1[CH2:16][CH2:15][O:14][CH2:13][CH2:12]1)[C:9]1[CH:8]=[C:7]([C:27]#[C:28][C:29]([CH3:32])([CH3:31])[CH3:30])[S:6][C:5]=1[C:3]([OH:4])=[O:2])=[O:26]. The yield is 0.480. (5) The reactants are C(O[C:6]([N:8](C)[C:9]1[N:14]=[C:13]([CH2:15][CH2:16][O:17][C:18]2[CH:40]=[CH:39][C:21]([CH2:22][C@@H:23]([C:35]([O:37][CH3:38])=[O:36])[NH:24][C:25](=[O:34])[C:26]3[C:31]([Cl:32])=[CH:30][CH:29]=[CH:28][C:27]=3[Cl:33])=[CH:20][C:19]=2[F:41])[CH:12]=[CH:11][CH:10]=1)=O)(C)(C)C.Cl. The catalyst is CO.O1CCOCC1. The product is [ClH:32].[Cl:33][C:27]1[CH:28]=[CH:29][CH:30]=[C:31]([Cl:32])[C:26]=1[C:25]([NH:24][C@H:23]([C:35]([O:37][CH3:38])=[O:36])[CH2:22][C:21]1[CH:39]=[CH:40][C:18]([O:17][CH2:16][CH2:15][C:13]2[CH:12]=[CH:11][CH:10]=[C:9]([NH:8][CH3:6])[N:14]=2)=[C:19]([F:41])[CH:20]=1)=[O:34]. The yield is 0.930. (6) The reactants are FC(F)(F)S(O[C:7]1[CH:24]=[C:23]([O:25][CH3:26])[CH:22]=[C:21]2[C:8]=1[C@@:9]1([CH3:30])[C@H:18]([CH2:19][S:20]2)[C@:17]2([CH3:27])[C@H:12]([C:13]([CH3:29])([CH3:28])[CH2:14][CH2:15][CH2:16]2)[CH2:11][CH2:10]1)(=O)=O.[CH3:33][N:34](C=O)C. The catalyst is CCOC(C)=O.C1C=CC(/C=C/C(/C=C/C2C=CC=CC=2)=O)=CC=1.C1C=CC(/C=C/C(/C=C/C2C=CC=CC=2)=O)=CC=1.[Pd].C1C=CC(P(C2C=CC=CC=2)[C-]2C=CC=C2)=CC=1.C1C=CC(P(C2C=CC=CC=2)[C-]2C=CC=C2)=CC=1.[Fe+2].[C-]#N.[C-]#N.[Zn+2]. The product is [CH3:26][O:25][C:23]1[CH:22]=[C:21]2[C:8]([C@@:9]3([CH3:30])[C@H:18]([CH2:19][S:20]2)[C@:17]2([CH3:27])[C@H:12]([C:13]([CH3:29])([CH3:28])[CH2:14][CH2:15][CH2:16]2)[CH2:11][CH2:10]3)=[C:7]([C:33]#[N:34])[CH:24]=1. The yield is 0.670.